This data is from Full USPTO retrosynthesis dataset with 1.9M reactions from patents (1976-2016). The task is: Predict the reactants needed to synthesize the given product. (1) Given the product [Cl:11][C:5]1[CH:6]=[C:7]([NH2:8])[C:2]([O:20][C:14]2[C:15]([CH3:19])=[CH:16][CH:17]=[CH:18][C:13]=2[CH3:12])=[N:3][CH:4]=1, predict the reactants needed to synthesize it. The reactants are: Br[C:2]1[C:7]([N+:8]([O-])=O)=[CH:6][C:5]([Cl:11])=[CH:4][N:3]=1.[CH3:12][C:13]1[CH:18]=[CH:17][CH:16]=[C:15]([CH3:19])[C:14]=1[OH:20].C(=O)([O-])[O-].[K+].[K+]. (2) Given the product [NH2:29][CH:21]1[CH2:22][C:23]2[C:28](=[CH:27][CH:26]=[CH:25][CH:24]=2)[N:19]([S:16]([C:13]2[CH:14]=[CH:15][C:10]([NH:9][C:8]([NH:7][C:1]3[CH:6]=[CH:5][CH:4]=[CH:3][CH:2]=3)=[O:37])=[CH:11][CH:12]=2)(=[O:17])=[O:18])[CH2:20]1.[ClH:38], predict the reactants needed to synthesize it. The reactants are: [C:1]1([NH:7][C:8](=[O:37])[NH:9][C:10]2[CH:15]=[CH:14][C:13]([S:16]([N:19]3[C:28]4[C:23](=[CH:24][CH:25]=[CH:26][CH:27]=4)[CH2:22][CH:21]([NH:29]C(=O)OC(C)(C)C)[CH2:20]3)(=[O:18])=[O:17])=[CH:12][CH:11]=2)[CH:6]=[CH:5][CH:4]=[CH:3][CH:2]=1.[ClH:38].O. (3) Given the product [CH3:1][C:2]1[C:6]([C:12]2[CH:13]=[C:14]([NH2:15])[CH:16]=[CH:17][CH:18]=2)=[C:5]([CH3:10])[O:4][N:3]=1, predict the reactants needed to synthesize it. The reactants are: [CH3:1][C:2]1[C:6](B(O)O)=[C:5]([CH3:10])[O:4][N:3]=1.Br[C:12]1[CH:13]=[C:14]([CH:16]=[CH:17][CH:18]=1)[NH2:15].C([O-])([O-])=O.[Na+].[Na+]. (4) Given the product [CH:24]([C:21]1[CH:20]=[CH:19][C:18]([C:7]2[C:8]3[C:13](=[CH:12][CH:11]=[C:10]([O:14][CH2:15][C:16]#[CH:17])[CH:9]=3)[N:4]([CH2:3][C:2](=[O:1])[C:28]3[CH:33]=[CH:32][CH:31]=[CH:30][CH:29]=3)[C:5](=[O:27])[N:6]=2)=[CH:23][CH:22]=1)([CH3:26])[CH3:25], predict the reactants needed to synthesize it. The reactants are: [OH:1][CH:2]([C:28]1[CH:33]=[CH:32][CH:31]=[CH:30][CH:29]=1)[CH2:3][N:4]1[C:13]2[C:8](=[CH:9][C:10]([O:14][CH2:15][C:16]#[CH:17])=[CH:11][CH:12]=2)[C:7]([C:18]2[CH:23]=[CH:22][C:21]([CH:24]([CH3:26])[CH3:25])=[CH:20][CH:19]=2)=[N:6][C:5]1=[O:27].CC(C)=O.OS(O)(=O)=O.O=[Cr](=O)=O. (5) Given the product [F:20][C:14]1[CH:15]=[C:16]([F:19])[CH:17]=[CH:18][C:13]=1[N:12]1[CH:8]([C:4]2[CH:5]=[CH:6][CH:7]=[C:2]([C:32]3[CH:31]=[N:30][C:29]([F:28])=[CH:34][CH:33]=3)[CH:3]=2)[CH2:9][C:10]([C:21]([F:27])([F:26])[C:22]([F:23])([F:24])[F:25])=[N:11]1, predict the reactants needed to synthesize it. The reactants are: Br[C:2]1[CH:3]=[C:4]([CH:8]2[N:12]([C:13]3[CH:18]=[CH:17][C:16]([F:19])=[CH:15][C:14]=3[F:20])[N:11]=[C:10]([C:21]([F:27])([F:26])[C:22]([F:25])([F:24])[F:23])[CH2:9]2)[CH:5]=[CH:6][CH:7]=1.[F:28][C:29]1[CH:34]=[CH:33][C:32](B(O)O)=[CH:31][N:30]=1.C(=O)([O-])[O-].[Na+].[Na+].CCCC. (6) The reactants are: [Br:1][C:2]1[CH:3]=[C:4]2[C:15](=[CH:16][CH:17]=1)[O:14][C:7]1[C:8]([F:13])=[N:9][C:10]([Cl:12])=[CH:11][C:6]=1[C:5]2([CH2:19][CH2:20][OH:21])O.[N:22]([Si](C)(C)C)=[N+:23]=[N-:24].B(F)(F)F.CCOCC. Given the product [N:22]([C:5]1([CH2:19][CH2:20][OH:21])[C:6]2[CH:11]=[C:10]([Cl:12])[N:9]=[C:8]([F:13])[C:7]=2[O:14][C:15]2[C:4]1=[CH:3][C:2]([Br:1])=[CH:17][CH:16]=2)=[N+:23]=[N-:24], predict the reactants needed to synthesize it. (7) Given the product [CH2:29]([C:28]1[C:23]([NH:22][CH2:21][CH:13]([C:7](=[O:8])[C:6]2[CH:10]=[CH:11][C:3]([O:2][CH3:1])=[CH:4][CH:5]=2)[C:14]([O:16][C:17]([CH3:18])([CH3:20])[CH3:19])=[O:15])=[N:24][CH:25]=[N:26][C:27]=1[N:31]1[CH2:36][CH2:35][CH:34]([C:37]2[CH:46]=[CH:45][C:44]3[CH2:43][CH2:42][CH2:41][NH:40][C:39]=3[N:38]=2)[CH2:33][CH2:32]1)[CH3:30], predict the reactants needed to synthesize it. The reactants are: [CH3:1][O:2][C:3]1[CH:11]=[CH:10][C:6]([C:7](Cl)=[O:8])=[CH:5][CH:4]=1.N[CH:13]([CH2:21][NH:22][C:23]1[C:28]([CH2:29][CH3:30])=[C:27]([N:31]2[CH2:36][CH2:35][CH:34]([C:37]3[CH:46]=[CH:45][C:44]4[CH2:43][CH2:42][CH2:41][NH:40][C:39]=4[N:38]=3)[CH2:33][CH2:32]2)[N:26]=[CH:25][N:24]=1)[C:14]([O:16][C:17]([CH3:20])([CH3:19])[CH3:18])=[O:15].